Predict the reactants needed to synthesize the given product. From a dataset of Full USPTO retrosynthesis dataset with 1.9M reactions from patents (1976-2016). (1) The reactants are: [CH2:1]([O:3][C:4]([C:6]1[C:14]2[C:9](=[CH:10][CH:11]=[C:12]([OH:15])[CH:13]=2)[N:8]([C:16]2[CH:21]=[CH:20][C:19]([O:22][C:23]([F:26])([F:25])[F:24])=[CH:18][CH:17]=2)[C:7]=1[CH2:27][C:28]([O:30][CH2:31][CH3:32])=[O:29])=[O:5])[CH3:2].[Cl:33][C:34]1[CH:35]=[C:36](B(O)O)[CH:37]=[C:38]([Cl:40])[CH:39]=1. Given the product [CH2:1]([O:3][C:4]([C:6]1[C:14]2[C:9](=[CH:10][CH:11]=[C:12]([O:15][C:36]3[CH:35]=[C:34]([Cl:33])[CH:39]=[C:38]([Cl:40])[CH:37]=3)[CH:13]=2)[N:8]([C:16]2[CH:17]=[CH:18][C:19]([O:22][C:23]([F:26])([F:24])[F:25])=[CH:20][CH:21]=2)[C:7]=1[CH2:27][C:28]([O:30][CH2:31][CH3:32])=[O:29])=[O:5])[CH3:2], predict the reactants needed to synthesize it. (2) The reactants are: [CH:1]([O:4][C:5]1[CH:10]=[CH:9][C:8]([NH2:11])=[CH:7][CH:6]=1)([CH3:3])[CH3:2].C([O:14][C:15]([C:17]1([CH2:24][CH2:25]OC)[CH2:22][CH2:21][CH:20]([OH:23])[CH2:19][CH2:18]1)=O)C.[Cl-].C[Al+]C.O. Given the product [OH:23][CH:20]1[CH2:21][CH2:22][C:17]2([C:15](=[O:14])[N:11]([C:8]3[CH:9]=[CH:10][C:5]([O:4][CH:1]([CH3:3])[CH3:2])=[CH:6][CH:7]=3)[CH2:25][CH2:24]2)[CH2:18][CH2:19]1, predict the reactants needed to synthesize it.